From a dataset of CYP2D6 inhibition data for predicting drug metabolism from PubChem BioAssay. Regression/Classification. Given a drug SMILES string, predict its absorption, distribution, metabolism, or excretion properties. Task type varies by dataset: regression for continuous measurements (e.g., permeability, clearance, half-life) or binary classification for categorical outcomes (e.g., BBB penetration, CYP inhibition). Dataset: cyp2d6_veith. The drug is Oc1cc2c(c(Cl)c1O)CCNC[C@H]2c1ccccc1. The result is 1 (inhibitor).